From a dataset of Catalyst prediction with 721,799 reactions and 888 catalyst types from USPTO. Predict which catalyst facilitates the given reaction. (1) Reactant: CCN(C(C)C)C(C)C.OC(C(F)(F)F)=O.[O:17]=[C:18]([N:35]1[CH2:40][CH2:39][NH:38][CH2:37][CH2:36]1)[CH2:19][NH:20][C:21]([C:23]1[CH:28]=[CH:27][C:26]([C:29]2[CH:34]=[CH:33][CH:32]=[CH:31][CH:30]=2)=[CH:25][CH:24]=1)=[O:22].C1C=CC2N(O)N=NC=2C=1.CCN=C=NCCCN(C)C.Cl.[F:63][C:64]1[CH:72]=[CH:71][CH:70]=[CH:69][C:65]=1[C:66](O)=[O:67]. Product: [F:63][C:64]1[CH:72]=[CH:71][CH:70]=[CH:69][C:65]=1[C:66]([N:38]1[CH2:39][CH2:40][N:35]([C:18](=[O:17])[CH2:19][NH:20][C:21]([C:23]2[CH:24]=[CH:25][C:26]([C:29]3[CH:34]=[CH:33][CH:32]=[CH:31][CH:30]=3)=[CH:27][CH:28]=2)=[O:22])[CH2:36][CH2:37]1)=[O:67]. The catalyst class is: 18. (2) Reactant: [CH3:1][C:2]1[S:6][C:5]2[NH:7][C:8]3[CH:9]=[CH:10][CH:11]=[CH:12][C:13]=3[N:14]=[C:15]([N:16]3[CH2:21][CH2:20][N:19]([CH3:22])[CH2:18][CH2:17]3)[C:4]=2[CH:3]=1.[C:23]([OH:31])(=[O:30])[C:24]1[CH:29]=[CH:28][CH:27]=[CH:26][CH:25]=1. Product: [CH3:1][C:2]1[S:6][C:5]2[C:4](=[C:15]([N:16]3[CH2:17][CH2:18][N:19]([CH3:22])[CH2:20][CH2:21]3)[NH:14][C:13]3[C:8]([N:7]=2)=[CH:9][CH:10]=[CH:11][CH:12]=3)[CH:3]=1.[CH:27]1[CH:28]=[CH:29][C:24]([C:23]([OH:31])=[O:30])=[CH:25][CH:26]=1. The catalyst class is: 13.